Task: Predict the reaction yield, written as a fraction of the theoretical maximum amount of product (1.0 means a 100% yield; for example, 0.34 means a 34% yield).. Dataset: Reaction yield outcomes from USPTO patents with 853,638 reactions (1) The reactants are CC1C=CC(S(O[CH2:12][CH:13]2[CH2:17][C:16]3[C:18]([F:29])=[C:19]([F:28])[CH:20]=[C:21]([C:22]4[CH:27]=[CH:26][CH:25]=[CH:24][CH:23]=4)[C:15]=3[O:14]2)(=O)=O)=CC=1.[N-:30]=[N+:31]=[N-:32].[Na+]. The catalyst is CN(C)C=O.C(OCC)(=O)C. The product is [F:29][C:18]1[C:16]2[CH2:17][CH:13]([CH2:12][N:30]=[N+:31]=[N-:32])[O:14][C:15]=2[C:21]([C:22]2[CH:27]=[CH:26][CH:25]=[CH:24][CH:23]=2)=[CH:20][C:19]=1[F:28]. The yield is 0.990. (2) The reactants are [F:1][C:2]1[CH:3]=[C:4]([C@H:9]2[CH2:14][C@@H:13]([C:15]3[O:19][NH:18][C:17](=[O:20])[CH:16]=3)[CH2:12][CH2:11][N:10]2C(OC)=O)[CH:5]=[CH:6][C:7]=1[F:8].Br. No catalyst specified. The product is [F:1][C:2]1[CH:3]=[C:4]([C@H:9]2[CH2:14][C@@H:13]([C:15]3[O:19][NH:18][C:17](=[O:20])[CH:16]=3)[CH2:12][CH2:11][NH:10]2)[CH:5]=[CH:6][C:7]=1[F:8]. The yield is 0.655. (3) The reactants are [Br:1][C:2]1[N:6]([CH:7]([CH3:9])[CH3:8])[N:5]=[CH:4][C:3]=1[C:10](OCC)=[O:11].B.CSC.[OH-].[Na+]. The catalyst is CC1CCCO1. The product is [Br:1][C:2]1[N:6]([CH:7]([CH3:8])[CH3:9])[N:5]=[CH:4][C:3]=1[CH2:10][OH:11]. The yield is 0.650. (4) The reactants are [Br:1][C:2]1[CH:3]=[C:4]2[C:9](=[CH:10][CH:11]=1)[C:8]([OH:12])=[N:7][CH:6]=[CH:5]2.Br[CH2:14][CH:15]([C:17]1[CH:22]=[CH:21][CH:20]=[CH:19][CH:18]=1)[CH3:16].[OH-].[Na+]. The catalyst is [Br-].C([N+](CCCC)(CCCC)CCCC)CCC.C1(C)C=CC=CC=1.C(OCC)C. The product is [Br:1][C:2]1[CH:3]=[C:4]2[C:9](=[CH:10][CH:11]=1)[C:8](=[O:12])[N:7]([CH2:14][CH:15]([C:17]1[CH:22]=[CH:21][CH:20]=[CH:19][CH:18]=1)[CH3:16])[CH:6]=[CH:5]2. The yield is 0.740. (5) The reactants are [CH3:1][CH:2]([N:4]1[C:8]([C:9]2[N:10]=[C:11]3[N:21]([CH:22]=2)[CH2:20][CH2:19][O:18][C:17]2[C:12]3=[CH:13][C:14]([C:23](=[O:25])[CH3:24])=[CH:15][CH:16]=2)=[N:7][CH:6]=[N:5]1)[CH3:3].[H-].[H-].[H-].[H-].[Li+].[Al+3]. The catalyst is C1COCC1. The product is [CH3:3][CH:2]([N:4]1[C:8]([C:9]2[N:10]=[C:11]3[N:21]([CH:22]=2)[CH2:20][CH2:19][O:18][C:17]2[C:12]3=[CH:13][C:14]([CH:23]([OH:25])[CH3:24])=[CH:15][CH:16]=2)=[N:7][CH:6]=[N:5]1)[CH3:1]. The yield is 0.830. (6) The reactants are Cl[C:2]1[CH:7]=[C:6]([O:8][C:9]2[C:15]([F:16])=[CH:14][C:12]([NH2:13])=[C:11]([F:17])[CH:10]=2)[CH:5]=[CH:4][N:3]=1.[CH3:18][N:19]1[CH:23]=[C:22](B2OC(C)(C)C(C)(C)O2)[CH:21]=[N:20]1.P([O-])([O-])([O-])=O.[K+].[K+].[K+]. The catalyst is CN(C)C=O.C1C=CC([P]([Pd]([P](C2C=CC=CC=2)(C2C=CC=CC=2)C2C=CC=CC=2)([P](C2C=CC=CC=2)(C2C=CC=CC=2)C2C=CC=CC=2)[P](C2C=CC=CC=2)(C2C=CC=CC=2)C2C=CC=CC=2)(C2C=CC=CC=2)C2C=CC=CC=2)=CC=1. The product is [F:17][C:11]1[CH:10]=[C:9]([O:8][C:6]2[CH:5]=[CH:4][N:3]=[C:2]([C:22]3[CH:21]=[N:20][N:19]([CH3:18])[CH:23]=3)[CH:7]=2)[C:15]([F:16])=[CH:14][C:12]=1[NH2:13]. The yield is 0.630.